This data is from Forward reaction prediction with 1.9M reactions from USPTO patents (1976-2016). The task is: Predict the product of the given reaction. (1) Given the reactants [CH2:1]([O:3][C:4]([N:6]1[C:14]2[C:9](=[CH:10][CH:11]=[C:12]([Cl:15])[CH:13]=2)/[C:8](=[CH:16]/[C:17]2[CH:22]=[CH:21][CH:20]=[C:19]([Cl:23])[CH:18]=2)/[C:7]1=[O:24])=[O:5])[CH3:2].[Cl:25][C:26]1[CH:31]=[CH:30][CH:29]=[CH:28][C:27]=1[CH:32]=[N:33][C:34]([O:36][Si](C)(C)C)=[CH2:35], predict the reaction product. The product is: [CH2:1]([O:3][C:4]([N:6]1[C:14]2[C:9](=[CH:10][CH:11]=[C:12]([Cl:15])[CH:13]=2)[C:8]2([CH:16]([C:17]3[CH:22]=[CH:21][CH:20]=[C:19]([Cl:23])[CH:18]=3)[CH2:35][C:34](=[O:36])[NH:33][CH:32]2[C:27]2[CH:28]=[CH:29][CH:30]=[CH:31][C:26]=2[Cl:25])[C:7]1=[O:24])=[O:5])[CH3:2]. (2) Given the reactants [NH2:1][C:2]1[C:7]([C:8]#[N:9])=[C:6]([C:10]2[CH:15]=[CH:14][C:13]([O:16][CH2:17][CH2:18][OH:19])=[CH:12][CH:11]=2)[C:5]([C:20]#[N:21])=[C:4]([S:22][CH2:23][C:24]2[N:25]=[C:26]([C:29]3[CH:34]=[CH:33][C:32]([Cl:35])=[CH:31][CH:30]=3)[S:27][CH:28]=2)[N:3]=1.[CH3:36][N:37]([CH3:42])[CH2:38][C:39](O)=[O:40].Cl.CN(C)CCCN=C=NCC.[Cl-].[NH4+], predict the reaction product. The product is: [CH3:36][N:37]([CH3:42])[CH2:38][C:39]([O:19][CH2:18][CH2:17][O:16][C:13]1[CH:12]=[CH:11][C:10]([C:6]2[C:5]([C:20]#[N:21])=[C:4]([S:22][CH2:23][C:24]3[N:25]=[C:26]([C:29]4[CH:30]=[CH:31][C:32]([Cl:35])=[CH:33][CH:34]=4)[S:27][CH:28]=3)[N:3]=[C:2]([NH2:1])[C:7]=2[C:8]#[N:9])=[CH:15][CH:14]=1)=[O:40]. (3) Given the reactants [CH3:1][C:2]1[CH:3]=[CH:4][C:5]2[N:6]([C:8]([CH2:18][NH:19][C:20](=[O:31])[C:21]3[CH:26]=[CH:25][C:24]([C:27]([F:30])([F:29])[F:28])=[CH:23][CH:22]=3)=[C:9]([C:11]3[CH:16]=[CH:15][C:14]([CH3:17])=[CH:13][CH:12]=3)[N:10]=2)[CH:7]=1.[H-].[Na+].Br[CH2:35][C:36]#[CH:37].[OH-].[Na+], predict the reaction product. The product is: [CH3:1][C:2]1[CH:3]=[CH:4][C:5]2[N:6]([C:8]([CH2:18][N:19]([CH2:37][C:36]#[CH:35])[C:20](=[O:31])[C:21]3[CH:26]=[CH:25][C:24]([C:27]([F:28])([F:30])[F:29])=[CH:23][CH:22]=3)=[C:9]([C:11]3[CH:16]=[CH:15][C:14]([CH3:17])=[CH:13][CH:12]=3)[N:10]=2)[CH:7]=1. (4) Given the reactants Cl[C:2]1[C:11]2[CH:12]=[CH:13][S:14][C:10]=2[C:9]2[C:4](=[C:5]([C:15]([O:17][CH3:18])=[O:16])[CH:6]=[CH:7][CH:8]=2)[N:3]=1.[NH2:19][C:20]1[CH:21]=[C:22]([C:26]#[CH:27])[CH:23]=[CH:24][CH:25]=1.O, predict the reaction product. The product is: [C:26]([C:22]1[CH:21]=[C:20]([NH:19][C:2]2[C:11]3[CH:12]=[CH:13][S:14][C:10]=3[C:9]3[C:4](=[C:5]([C:15]([O:17][CH3:18])=[O:16])[CH:6]=[CH:7][CH:8]=3)[N:3]=2)[CH:25]=[CH:24][CH:23]=1)#[CH:27].